Dataset: Forward reaction prediction with 1.9M reactions from USPTO patents (1976-2016). Task: Predict the product of the given reaction. (1) Given the reactants [NH2:1][C:2]1[C:3]2[CH:11]=[CH:10][N:9]([C@@H:12]3[O:16][C@@:15]([CH2:19][OH:20])([C:17]#[CH:18])[C@@H:14]([O:21][Si](C(C)(C)C)(C)C)[CH2:13]3)[C:4]=2[N:5]=[C:6]([F:8])[N:7]=1.CCCC[N+](CCCC)(CCCC)CCCC.[F-].C1COCC1.O.C(=O)(O)[O-].[NH4+], predict the reaction product. The product is: [NH2:1][C:2]1[C:3]2[CH:11]=[CH:10][N:9]([C@@H:12]3[O:16][C@:15]([C:17]#[CH:18])([CH2:19][OH:20])[C@@H:14]([OH:21])[CH2:13]3)[C:4]=2[N:5]=[C:6]([F:8])[N:7]=1. (2) Given the reactants Cl[CH2:2][C:3]([N:5]1[CH2:10][CH2:9][O:8][CH2:7][CH2:6]1)=[O:4].[CH:11]([N:14]1[CH2:19][CH2:18][CH:17]([NH:20][S:21]([CH2:24][CH2:25][NH:26][C:27]([C:29]2[S:30][C:31]([Cl:34])=[CH:32][CH:33]=2)=[O:28])(=[O:23])=[O:22])[CH2:16][CH2:15]1)([CH3:13])[CH3:12], predict the reaction product. The product is: [CH:11]([N:14]1[CH2:19][CH2:18][CH:17]([N:20]([CH2:2][C:3]([N:5]2[CH2:10][CH2:9][O:8][CH2:7][CH2:6]2)=[O:4])[S:21]([CH2:24][CH2:25][NH:26][C:27]([C:29]2[S:30][C:31]([Cl:34])=[CH:32][CH:33]=2)=[O:28])(=[O:22])=[O:23])[CH2:16][CH2:15]1)([CH3:13])[CH3:12]. (3) Given the reactants [CH2:1]([O:4][C:5]1([CH3:52])[CH2:10][CH2:9][N:8]([C:11]2[N:16]3[CH:17]=[C:18]([C:20]4[CH:21]=[C:22]([C:26]5[CH:31]=[C:30]([F:32])[CH:29]=[C:28]([F:33])[C:27]=5[O:34][C@H:35]([CH2:37]C=C)[CH3:36])[CH:23]=[CH:24][CH:25]=4)[N:19]=[C:15]3[C:14]([CH3:40])=[C:13]([CH3:41])[C:12]=2[C@H:42]([O:47][C:48]([CH3:51])([CH3:50])[CH3:49])[C:43]([O:45][CH3:46])=[O:44])[CH2:7][CH2:6]1)[CH:2]=[CH2:3].C(O[C@@H](C1C(C)=CC2=NC3=CN2C=1N1CCC(C)(OCC=CC[C@H](C)OC2C=C(F)C=CC=2C2C=C3C=CC=2)CC1)C(OC)=O)(C)(C)C, predict the reaction product. The product is: [C:48]([O:47][C@@H:42]([C:12]1[C:13]([CH3:41])=[C:14]([CH3:40])[C:15]2=[N:19][C:18]3=[CH:17][N:16]2[C:11]=1[N:8]1[CH2:9][CH2:10][C:5]([CH3:52])([O:4][CH2:1][CH:2]=[CH:3][CH2:36][C@H:35]([CH3:37])[O:34][C:27]2[C:28]([F:33])=[CH:29][C:30]([F:32])=[CH:31][C:26]=2[C:22]2[CH:21]=[C:20]3[CH:25]=[CH:24][CH:23]=2)[CH2:6][CH2:7]1)[C:43]([O:45][CH3:46])=[O:44])([CH3:50])([CH3:51])[CH3:49]. (4) Given the reactants [C:1]([O:9][CH3:10])(=[O:8])[C:2]1[CH:7]=[CH:6][CH:5]=[CH:4][CH:3]=1.[C:11]1([CH2:17]CO)[CH:16]=[CH:15][CH:14]=[CH:13][CH:12]=1, predict the reaction product. The product is: [C:1]([O:9][CH2:10][CH2:17][C:11]1[CH:16]=[CH:15][CH:14]=[CH:13][CH:12]=1)(=[O:8])[C:2]1[CH:7]=[CH:6][CH:5]=[CH:4][CH:3]=1. (5) The product is: [ClH:1].[NH2:10][C@@H:9]([C:4]1[CH:5]=[CH:6][C:7]([Cl:8])=[C:2]([Cl:1])[CH:3]=1)[C@H:17]([OH:18])[CH2:21][OH:20]. Given the reactants [Cl:1][C:2]1[CH:3]=[C:4]([C@@H:9]([C@H:17]2[CH2:21][O:20]C3(CCCCC3)[O:18]2)[NH:10][S@](C(C)(C)C)=O)[CH:5]=[CH:6][C:7]=1[Cl:8].Cl.CC(O)C.O1CCOCC1, predict the reaction product. (6) Given the reactants [Br:1][C:2]1[CH:20]=[CH:19][C:5]([O:6][C@H:7]2[CH2:11][CH2:10][CH2:9][C@H:8]2[NH:12][S:13]([CH:16]([CH3:18])[CH3:17])(=[O:15])=[O:14])=[CH:4][CH:3]=1.C(=O)=O, predict the reaction product. The product is: [Br:1][C:2]1[CH:3]=[CH:4][C:5]([O:6][C@@H:7]2[CH2:11][CH2:10][CH2:9][C@@H:8]2[NH:12][S:13]([CH:16]([CH3:18])[CH3:17])(=[O:15])=[O:14])=[CH:19][CH:20]=1. (7) The product is: [C:1]1([CH2:7][CH2:8][C:9]([NH:11][CH2:12][C:13](=[O:15])[NH:33][CH:22]([C:16]2[CH:17]=[CH:18][CH:19]=[CH:20][CH:21]=2)[C:23]2[CH:28]=[CH:27][CH:26]=[C:25]([C:29]([F:30])([F:31])[F:32])[CH:24]=2)=[O:10])[CH:2]=[CH:3][CH:4]=[CH:5][CH:6]=1. Given the reactants [C:1]1([CH2:7][CH2:8][C:9]([NH:11][CH2:12][C:13]([OH:15])=O)=[O:10])[CH:6]=[CH:5][CH:4]=[CH:3][CH:2]=1.[C:16]1([CH:22]([NH2:33])[C:23]2[CH:28]=[CH:27][CH:26]=[C:25]([C:29]([F:32])([F:31])[F:30])[CH:24]=2)[CH:21]=[CH:20][CH:19]=[CH:18][CH:17]=1, predict the reaction product. (8) Given the reactants [CH3:1][O:2][C:3]1[CH:4]=[C:5]([CH:9]=[C:10]([O:14][CH3:15])[C:11]=1[O:12][CH3:13])[C:6]([OH:8])=O.C(N(C(C)C)CC)(C)C.N1(OC(=[N+](C)C)N(C)C)C2C=CC=CC=2N=N1.[B-](F)(F)(F)F.CCCC[P+](C1SC(C(OC)=O)=C(C(OC)=O)S1)(CCCC)CCCC.[C:73]([O:77][CH2:78][C@@H:79]([NH2:94])[CH2:80][CH2:81][N:82]1[CH2:85][CH:84]([O:86][C:87]2[CH:92]=[CH:91][C:90]([F:93])=[CH:89][CH:88]=2)[CH2:83]1)([CH3:76])([CH3:75])[CH3:74], predict the reaction product. The product is: [C:73]([O:77][CH2:78][C@@H:79]([NH:94][C:6](=[O:8])[C:5]1[CH:9]=[C:10]([O:14][CH3:15])[C:11]([O:12][CH3:13])=[C:3]([O:2][CH3:1])[CH:4]=1)[CH2:80][CH2:81][N:82]1[CH2:83][CH:84]([O:86][C:87]2[CH:88]=[CH:89][C:90]([F:93])=[CH:91][CH:92]=2)[CH2:85]1)([CH3:76])([CH3:74])[CH3:75]. (9) Given the reactants [Cl:1][C:2]1[CH:3]=[CH:4][C:5]([C:9]2[NH:13][N:12]=[N:11][N:10]=2)=[C:6]([CH:8]=1)[NH2:7].[Cl:14][C:15]1[CH:23]=[CH:22][C:18]([C:19](Cl)=[O:20])=[CH:17][CH:16]=1, predict the reaction product. The product is: [Cl:14][C:15]1[CH:23]=[CH:22][C:18]([C:19]([NH:7][C:6]2[CH:8]=[C:2]([Cl:1])[CH:3]=[CH:4][C:5]=2[C:9]2[NH:13][N:12]=[N:11][N:10]=2)=[O:20])=[CH:17][CH:16]=1.